This data is from Full USPTO retrosynthesis dataset with 1.9M reactions from patents (1976-2016). The task is: Predict the reactants needed to synthesize the given product. (1) Given the product [C:1]1([C:7]#[C:8][C:9]2[CH:10]=[CH:11][C:12]([C:13]([NH:22][C:23]3[CH:28]=[CH:27][CH:26]=[CH:25][C:24]=3[S:29](=[O:31])(=[O:30])[NH2:32])=[O:15])=[CH:16][CH:17]=2)[CH:2]=[CH:3][CH:4]=[CH:5][CH:6]=1, predict the reactants needed to synthesize it. The reactants are: [C:1]1([C:7]#[C:8][C:9]2[CH:17]=[CH:16][C:12]([C:13]([OH:15])=O)=[CH:11][CH:10]=2)[CH:6]=[CH:5][CH:4]=[CH:3][CH:2]=1.S(Cl)(Cl)=O.[NH2:22][C:23]1[CH:28]=[CH:27][CH:26]=[CH:25][C:24]=1[S:29]([NH2:32])(=[O:31])=[O:30]. (2) Given the product [CH3:1][C:2]1([CH3:45])[C:22]2[C:9](=[CH:10][C:11]3[C:12]([C:35]4[CH:44]=[CH:43][C:42]5[C:37](=[CH:38][CH:39]=[CH:40][CH:41]=5)[CH:36]=4)=[C:13]4[C:18](=[C:19]([C:24]5[CH:33]=[CH:32][C:31]6[C:26](=[CH:27][CH:28]=[CH:29][CH:30]=6)[CH:25]=5)[C:20]=3[CH:21]=2)[CH:17]=[CH:16][CH:15]=[CH:14]4)[C:8]2[C:3]1=[CH:4][CH:5]=[CH:6][CH:7]=2, predict the reactants needed to synthesize it. The reactants are: [CH3:1][C:2]1([CH3:45])[C:22]2[C:9](=[CH:10][C:11]3[C:12]([C:35]4[CH:44]=[CH:43][C:42]5[C:37](=[CH:38][CH:39]=[CH:40][CH:41]=5)[CH:36]=4)(O)[C:13]4[CH:14]=[CH:15][CH:16]=[CH:17][C:18]=4[C:19]([C:24]4[CH:33]=[CH:32][C:31]5[C:26](=[CH:27][CH:28]=[CH:29][CH:30]=5)[CH:25]=4)(O)[C:20]=3[CH:21]=2)[C:8]2[C:3]1=[CH:4][CH:5]=[CH:6][CH:7]=2.[I-].[K+].[PH2]([O-])=O.[Na+]. (3) Given the product [C:21]([C:2]1[CH:3]=[C:4]2[C:8](=[CH:9][CH:10]=1)[N:7]([CH2:11][C:12]1[CH:17]=[CH:16][C:15]([O:18][CH3:19])=[CH:14][CH:13]=1)[N:6]=[C:5]2[CH3:20])#[N:22], predict the reactants needed to synthesize it. The reactants are: Br[C:2]1[CH:3]=[C:4]2[C:8](=[CH:9][CH:10]=1)[N:7]([CH2:11][C:12]1[CH:17]=[CH:16][C:15]([O:18][CH3:19])=[CH:14][CH:13]=1)[N:6]=[C:5]2[CH3:20].[C-:21]#[N:22].[Na+].C(OCC)(=O)C.O.